From a dataset of Peptide-MHC class II binding affinity with 134,281 pairs from IEDB. Regression. Given a peptide amino acid sequence and an MHC pseudo amino acid sequence, predict their binding affinity value. This is MHC class II binding data. (1) The peptide sequence is QVYPRSWSAVMLTFD. The MHC is HLA-DPA10201-DPB10501 with pseudo-sequence HLA-DPA10201-DPB10501. The binding affinity (normalized) is 0.347. (2) The peptide sequence is SNGTGNIVSSVNMVSRL. The MHC is DRB1_0404 with pseudo-sequence DRB1_0404. The binding affinity (normalized) is 0.590. (3) The peptide sequence is IKDVLKYRWLNLSAN. The MHC is DRB1_0802 with pseudo-sequence DRB1_0802. The binding affinity (normalized) is 0.471. (4) The binding affinity (normalized) is 0. The peptide sequence is HNQFAYDGKD. The MHC is DRB1_0402 with pseudo-sequence DRB1_0402. (5) The peptide sequence is WKLEGRWDGEEEVQL. The MHC is DRB1_0404 with pseudo-sequence DRB1_0404. The binding affinity (normalized) is 0. (6) The peptide sequence is PTFAKAMEKLSVLKV. The binding affinity (normalized) is 0.140. The MHC is HLA-DQA10101-DQB10501 with pseudo-sequence HLA-DQA10101-DQB10501.